This data is from hERG Central: cardiac toxicity at 1µM, 10µM, and general inhibition. The task is: Predict hERG channel inhibition at various concentrations. The drug is CCOC(=O)C1CCN(c2c(NCc3ccc(C(=O)N(C)Cc4ccccc4)cc3)c(=O)c2=O)CC1. Results: hERG_inhib (hERG inhibition (general)): blocker.